Regression. Given two drug SMILES strings and cell line genomic features, predict the synergy score measuring deviation from expected non-interaction effect. From a dataset of NCI-60 drug combinations with 297,098 pairs across 59 cell lines. Drug 1: C1=C(C(=O)NC(=O)N1)N(CCCl)CCCl. Drug 2: C1=CN(C=N1)CC(O)(P(=O)(O)O)P(=O)(O)O. Cell line: K-562. Synergy scores: CSS=0.711, Synergy_ZIP=-11.0, Synergy_Bliss=-22.7, Synergy_Loewe=-23.1, Synergy_HSA=-21.7.